Dataset: Forward reaction prediction with 1.9M reactions from USPTO patents (1976-2016). Task: Predict the product of the given reaction. (1) Given the reactants [Cl:1][CH2:2][CH2:3][O:4][C:5]1[CH:10]=[CH:9][CH:8]=[C:7]([N+:11]([O-:13])=[O:12])[CH:6]=1.Cl[CH2:15][S:16]([C:19]1[C:28]2[C:23](=[CH:24][CH:25]=[CH:26][CH:27]=2)[CH:22]=[CH:21][CH:20]=1)(=[O:18])=[O:17].CC(C)([O-])C.[K+].Cl, predict the reaction product. The product is: [Cl:1][CH2:2][CH2:3][O:4][C:5]1[CH:10]=[CH:9][CH:8]=[C:7]([N+:11]([O-:13])=[O:12])[C:6]=1[CH2:15][S:16]([C:19]1[C:28]2[C:23](=[CH:24][CH:25]=[CH:26][CH:27]=2)[CH:22]=[CH:21][CH:20]=1)(=[O:17])=[O:18].[Cl:1][CH2:2][CH2:3][O:4][C:5]1[CH:10]=[CH:9][C:8]([CH2:15][S:16]([C:19]2[C:28]3[C:23](=[CH:24][CH:25]=[CH:26][CH:27]=3)[CH:22]=[CH:21][CH:20]=2)(=[O:17])=[O:18])=[C:7]([N+:11]([O-:13])=[O:12])[CH:6]=1. (2) Given the reactants [CH3:1][NH2:2].[N+:3]([C:6]1[CH:11]=[CH:10][C:9]([S:12](Cl)(=[O:14])=[O:13])=[CH:8][CH:7]=1)([O-:5])=[O:4].O, predict the reaction product. The product is: [CH3:1][NH:2][S:12]([C:9]1[CH:10]=[CH:11][C:6]([N+:3]([O-:5])=[O:4])=[CH:7][CH:8]=1)(=[O:14])=[O:13]. (3) The product is: [N:57]1([C:11]([N:8]2[CH2:9][CH2:10][N:5]([CH2:4][C:3]3[C:2]([F:1])=[C:25]([NH:26][C:27]([NH:29][C:30]4[CH:31]=[N:32][C:33]([CH3:36])=[CH:34][CH:35]=4)=[O:28])[CH:24]=[CH:23][CH:22]=3)[CH2:6][C@H:7]2[CH3:21])=[O:12])[CH2:60][CH2:59][CH2:58]1. Given the reactants [F:1][C:2]1[C:25]([NH:26][C:27]([NH:29][C:30]2[CH:31]=[N:32][C:33]([CH3:36])=[CH:34][CH:35]=2)=[O:28])=[CH:24][CH:23]=[CH:22][C:3]=1[CH2:4][N:5]1[CH2:10][CH2:9][N:8]([C:11](OCC2C=CC=CC=2)=[O:12])[C@H:7]([CH3:21])[CH2:6]1.CCN(CC)CC.ClC(OC1C=CC([N+]([O-])=O)=CC=1)=O.[NH:57]1[CH2:60][CH2:59][CH2:58]1, predict the reaction product.